The task is: Regression. Given a peptide amino acid sequence and an MHC pseudo amino acid sequence, predict their binding affinity value. This is MHC class I binding data.. This data is from Peptide-MHC class I binding affinity with 185,985 pairs from IEDB/IMGT. The peptide sequence is TLKGTSYKM. The MHC is HLA-B58:01 with pseudo-sequence HLA-B58:01. The binding affinity (normalized) is 0.0847.